This data is from Reaction yield outcomes from USPTO patents with 853,638 reactions. The task is: Predict the reaction yield, written as a fraction of the theoretical maximum amount of product (1.0 means a 100% yield; for example, 0.34 means a 34% yield). (1) The reactants are [N+:1]([C:4]1[CH:5]=[C:6]([CH:16]=[CH:17][CH:18]=1)[CH2:7][NH:8][C:9](=[O:15])[O:10][C:11]([CH3:14])([CH3:13])[CH3:12])([O-])=O. The catalyst is C(O)C.[Pd]. The product is [NH2:1][C:4]1[CH:5]=[C:6]([CH:16]=[CH:17][CH:18]=1)[CH2:7][NH:8][C:9](=[O:15])[O:10][C:11]([CH3:14])([CH3:13])[CH3:12]. The yield is 0.980. (2) The reactants are [NH2:1][C@H:2]([CH:21]([CH3:23])[CH3:22])[C:3]([N:5]1[CH2:10][CH2:9][C@@:8]([C:12]2[CH:17]=[CH:16][C:15]([Cl:18])=[CH:14][CH:13]=2)([OH:11])[C:7]([CH3:20])([CH3:19])[CH2:6]1)=[O:4].[CH3:24][N:25]1[C:29]([C@@H:30]2[CH2:35][CH2:34][CH2:33][C@H:32]([C:36](O)=[O:37])[CH2:31]2)=[N:28][N:27]=[N:26]1.C1C=CC2N(O)N=NC=2C=1.C(Cl)CCl.C(N(CC)CC)C. The catalyst is C(Cl)Cl. The product is [Cl:18][C:15]1[CH:14]=[CH:13][C:12]([C@@:8]2([OH:11])[CH2:9][CH2:10][N:5]([C:3](=[O:4])[C@H:2]([NH:1][C:36]([C@H:32]3[CH2:33][CH2:34][CH2:35][C@@H:30]([C:29]4[N:25]([CH3:24])[N:26]=[N:27][N:28]=4)[CH2:31]3)=[O:37])[CH:21]([CH3:23])[CH3:22])[CH2:6][C:7]2([CH3:19])[CH3:20])=[CH:17][CH:16]=1. The yield is 0.990. (3) The reactants are [Cl-].O[NH3+:3].[C:4](=[O:7])([O-])[OH:5].[Na+].CS(C)=O.[Si]([O:20][CH2:21][C:22]1[CH:23]=[CH:24][C:25]([CH2:28][N:29]2[C:34](=[O:35])[C:33]([CH2:36][C:37]3[CH:42]=[CH:41][C:40]([C:43]4[C:44]([C:49]#[N:50])=[CH:45][CH:46]=[CH:47][CH:48]=4)=[CH:39][CH:38]=3)=[C:32]([CH2:51][CH2:52][CH3:53])[N:31]=[C:30]2[CH3:54])=[N:26][CH:27]=1)(C(C)(C)C)(C)C. The catalyst is C(OCC)(=O)C. The product is [OH:20][CH2:21][C:22]1[CH:23]=[CH:24][C:25]([CH2:28][N:29]2[C:34](=[O:35])[C:33]([CH2:36][C:37]3[CH:42]=[CH:41][C:40]([C:43]4[CH:48]=[CH:47][CH:46]=[CH:45][C:44]=4[C:49]4[NH:3][C:4](=[O:7])[O:5][N:50]=4)=[CH:39][CH:38]=3)=[C:32]([CH2:51][CH2:52][CH3:53])[N:31]=[C:30]2[CH3:54])=[N:26][CH:27]=1. The yield is 0.560.